Dataset: Full USPTO retrosynthesis dataset with 1.9M reactions from patents (1976-2016). Task: Predict the reactants needed to synthesize the given product. Given the product [CH3:52][C:47]1[C:46]([CH:33]([C:31]2[O:32][C:28]3[CH:27]=[CH:26][C:25]([CH2:24][C:23]([NH:22][CH:15]([C:12]4[CH:13]=[CH:14][C:9]([OH:8])=[CH:10][C:11]=4[CH3:55])[C:16]4[CH:21]=[CH:20][CH:19]=[CH:18][CH:17]=4)=[O:54])=[CH:53][C:29]=3[CH:30]=2)[N:34]2[CH2:37][CH:36]([NH:38][C:39](=[O:45])[O:40][C:41]([CH3:44])([CH3:43])[CH3:42])[CH2:35]2)=[C:50]([CH3:51])[O:49][N:48]=1, predict the reactants needed to synthesize it. The reactants are: C([O:8][C:9]1[CH:14]=[CH:13][C:12]([CH:15]([NH:22][C:23](=[O:54])[CH2:24][C:25]2[CH:26]=[CH:27][C:28]3[O:32][C:31]([CH:33]([C:46]4[C:47]([CH3:52])=[N:48][O:49][C:50]=4[CH3:51])[N:34]4[CH2:37][CH:36]([NH:38][C:39](=[O:45])[O:40][C:41]([CH3:44])([CH3:43])[CH3:42])[CH2:35]4)=[CH:30][C:29]=3[CH:53]=2)[C:16]2[CH:21]=[CH:20][CH:19]=[CH:18][CH:17]=2)=[C:11]([CH3:55])[CH:10]=1)C1C=CC=CC=1.